Predict the reaction yield, written as a fraction of the theoretical maximum amount of product (1.0 means a 100% yield; for example, 0.34 means a 34% yield). From a dataset of Reaction yield outcomes from USPTO patents with 853,638 reactions. (1) The reactants are [Br:1][C:2]1[CH:3]=[C:4]2[C:8](=[CH:9][C:10]=1[N+:11]([O-])=O)[NH:7][CH:6]=[CH:5]2. The catalyst is C(O)C.[Ni]. The product is [Br:1][C:2]1[CH:3]=[C:4]2[C:8](=[CH:9][C:10]=1[NH2:11])[NH:7][CH:6]=[CH:5]2. The yield is 0.300. (2) The reactants are [Cl-].O[NH3+:3].[C:4](=[O:7])([O-])[OH:5].[Na+].CS(C)=O.[CH2:13]([C:17]1[N:18]=[C:19]([CH3:46])[N:20]([CH2:39][CH:40]2[CH2:45][CH2:44][CH2:43][CH2:42][CH2:41]2)[C:21](=[O:38])[C:22]=1[CH2:23][C:24]1[CH:29]=[CH:28][C:27]([C:30]2[C:31]([C:36]#[N:37])=[CH:32][CH:33]=[CH:34][CH:35]=2)=[CH:26][CH:25]=1)[CH2:14][CH2:15][CH3:16]. The catalyst is C(OCC)(=O)C. The product is [CH2:13]([C:17]1[N:18]=[C:19]([CH3:46])[N:20]([CH2:39][CH:40]2[CH2:45][CH2:44][CH2:43][CH2:42][CH2:41]2)[C:21](=[O:38])[C:22]=1[CH2:23][C:24]1[CH:29]=[CH:28][C:27]([C:30]2[CH:35]=[CH:34][CH:33]=[CH:32][C:31]=2[C:36]2[NH:3][C:4](=[O:7])[O:5][N:37]=2)=[CH:26][CH:25]=1)[CH2:14][CH2:15][CH3:16]. The yield is 0.330. (3) The reactants are [N:1]1(C(OCC2C=CC=CC=2)=O)[CH2:6][CH2:5][NH:4][CH2:3][CH2:2]1.[CH3:17][C:18](C)=[O:19].[C:21](O[BH-](OC(=O)C)OC(=O)C)(=O)C.[Na+]. The catalyst is ClCCCl.CCOC(C)=O. The product is [CH:3]([N:4]1[CH2:5][CH2:6][NH:1][C:18](=[O:19])[CH2:17]1)([CH3:21])[CH3:2]. The yield is 0.790. (4) The reactants are [Br:1][C:2]1[C:7]([O:8][CH3:9])=[CH:6][C:5]([CH:10]([OH:12])[CH3:11])=[CH:4][C:3]=1[O:13][CH3:14]. The catalyst is C(Cl)Cl.O=[Mn]=O. The product is [Br:1][C:2]1[C:7]([O:8][CH3:9])=[CH:6][C:5]([C:10](=[O:12])[CH3:11])=[CH:4][C:3]=1[O:13][CH3:14]. The yield is 0.970. (5) The reactants are Cl.[Cl:2][C:3]1[CH:4]=[C:5]([CH2:10][N:11]2[CH:15]=[C:14]([NH:16][C:17]([C:19]3[CH:20]=[C:21]4[C:26](=[CH:27][CH:28]=3)[CH2:25][NH:24][CH2:23][CH2:22]4)=[O:18])[CH:13]=[N:12]2)[CH:6]=[CH:7][C:8]=1[Cl:9].[CH3:29][CH:30]([CH3:36])[CH2:31][CH2:32][C:33](O)=[O:34].C1C=CC2N(O)N=NC=2C=1.CCN=C=NCCCN(C)C.Cl.C(N(CC)CC)C. The catalyst is ClCCl. The product is [Cl:2][C:3]1[CH:4]=[C:5]([CH2:10][N:11]2[CH:15]=[C:14]([NH:16][C:17]([C:19]3[CH:20]=[C:21]4[C:26](=[CH:27][CH:28]=3)[CH2:25][N:24]([C:33](=[O:34])[CH2:32][CH2:31][CH:30]([CH3:36])[CH3:29])[CH2:23][CH2:22]4)=[O:18])[CH:13]=[N:12]2)[CH:6]=[CH:7][C:8]=1[Cl:9]. The yield is 0.630. (6) The reactants are Br[C:2]1[CH:7]=[CH:6][C:5]([C:8](=[O:20])[CH2:9][CH2:10][C:11](=[O:19])[CH2:12][CH2:13][C:14]([O:16][CH2:17][CH3:18])=[O:15])=[CH:4][CH:3]=1.[O:21]1[CH2:25][CH2:24][NH:23][C:22]1=[O:26].N1CCC[C@H]1C(O)=O.C([O-])([O-])=O.[K+].[K+]. The catalyst is O1CCOCC1.[Cu]I. The product is [O:19]=[C:11]([CH2:10][CH2:9][C:8](=[O:20])[C:5]1[CH:6]=[CH:7][C:2]([N:23]2[CH2:24][CH2:25][O:21][C:22]2=[O:26])=[CH:3][CH:4]=1)[CH2:12][CH2:13][C:14]([O:16][CH2:17][CH3:18])=[O:15]. The yield is 0.100. (7) The reactants are Br[C:2]1[N:7]=[CH:6][C:5]([CH2:8][C:9]2[C:17]3[C:12](=[N:13][CH:14]=[CH:15][CH:16]=3)[NH:11][CH:10]=2)=[CH:4][CH:3]=1.[Cl:18][C:19]1[CH:24]=[CH:23][C:22]([C@@H:25]([NH2:27])[CH3:26])=[CH:21][CH:20]=1. The catalyst is CN1CCCC1. The product is [Cl:18][C:19]1[CH:24]=[CH:23][C:22]([C@@H:25]([NH:27][C:2]2[CH:3]=[CH:4][C:5]([CH2:8][C:9]3[C:17]4[C:12](=[N:13][CH:14]=[CH:15][CH:16]=4)[NH:11][CH:10]=3)=[CH:6][N:7]=2)[CH3:26])=[CH:21][CH:20]=1. The yield is 0.200. (8) The reactants are CC1C=C(C2C=CC(N/N=C3/C(C4C(N)=C(S([O-])(=O)=O)C=C(S([O-])(=O)=O)C=4C=C/3)=[O:18])=C(C)C=2)C=CC=1N/N=C1/C(C2C(N)=C(S([O-])(=O)=O)C=C(S([O-])(=O)=O)C=2C=C/1)=O.[Na+].[Na+].[Na+].[Na+].[Cl-:63].[Mg+2:64].[Cl-]. The catalyst is O. The product is [OH2:18].[OH2:18].[OH2:18].[OH2:18].[OH2:18].[OH2:18].[Cl-:63].[Mg+2:64].[Cl-:63]. The yield is 0.350. (9) The reactants are [Cl:1][C:2]1[N:7]=[C:6]([NH:8][CH:9]2[CH2:14][CH2:13][CH2:12][CH2:11][CH2:10]2)[C:5]([CH3:15])=[C:4]([CH3:16])[N:3]=1.[N:17]1[CH:22]=[CH:21][CH:20]=[CH:19][C:18]=1[CH2:23][NH2:24].Cl. The catalyst is C(#N)C.O1CCOCC1. The product is [ClH:1].[CH:9]1([NH:8][C:6]2[C:5]([CH3:15])=[C:4]([CH3:16])[N:3]=[C:2]([NH:24][CH2:23][C:18]3[CH:19]=[CH:20][CH:21]=[CH:22][N:17]=3)[N:7]=2)[CH2:14][CH2:13][CH2:12][CH2:11][CH2:10]1. The yield is 0.482. (10) The reactants are [Al+3].[Cl-].[Cl-].[Cl-].ClCCCC(Cl)=O.C(C1C=CC=CC=1CC(O)=O)C.C([C:26]1[CH:31]=[CH:30][C:29]([CH2:32][C:33]([OH:35])=[O:34])=[C:28]([C:36](=[O:41])[CH2:37][CH2:38][CH2:39]Cl)[CH:27]=1)C.[Li+].[OH-]. The catalyst is C(Cl)Cl.O.C(O)C. The product is [CH:37]1([C:36]([C:28]2[CH:27]=[CH:26][CH:31]=[CH:30][C:29]=2[CH2:32][C:33]([OH:35])=[O:34])=[O:41])[CH2:38][CH2:39]1. The yield is 0.110.